Dataset: TCR-epitope binding with 47,182 pairs between 192 epitopes and 23,139 TCRs. Task: Binary Classification. Given a T-cell receptor sequence (or CDR3 region) and an epitope sequence, predict whether binding occurs between them. The epitope is ALLADKFPV. The TCR CDR3 sequence is CASSEVVSTTYEQYF. Result: 0 (the TCR does not bind to the epitope).